From a dataset of Forward reaction prediction with 1.9M reactions from USPTO patents (1976-2016). Predict the product of the given reaction. (1) Given the reactants COC(C1C=CC(C(O)=O)=NC=1)=O.C(N)(C)(C)C.[C:19]([NH:23][C:24]([C:26]1[CH:35]=[CH:34][C:29]([C:30]([O:32]C)=[O:31])=[CH:28][N:27]=1)=[O:25])([CH3:22])([CH3:21])[CH3:20], predict the reaction product. The product is: [C:19]([NH:23][C:24]([C:26]1[CH:35]=[CH:34][C:29]([C:30]([OH:32])=[O:31])=[CH:28][N:27]=1)=[O:25])([CH3:22])([CH3:20])[CH3:21]. (2) Given the reactants [OH-].[Na+].Cl.[CH3:4][C:5]1[CH:10]=[CH:9][CH:8]=[CH:7][C:6]=1[CH:11]([CH2:16][C:17]([OH:19])=[O:18])[CH2:12][C:13]([OH:15])=O, predict the reaction product. The product is: [CH3:4][C:5]1[CH:10]=[CH:9][CH:8]=[CH:7][C:6]=1[CH:11]1[CH2:12][C:13](=[O:15])[O:19][C:17](=[O:18])[CH2:16]1. (3) Given the reactants [C:1]([OH:9])(=[O:8])[C:2]1[CH:7]=[CH:6][CH:5]=[N:4][CH:3]=1.[CH3:10][Si:11](N[Si:11]([CH3:13])([CH3:12])[CH3:10])([CH3:13])[CH3:12], predict the reaction product. The product is: [N:4]1[CH:5]=[CH:6][CH:7]=[C:2]([C:1]([O:9][Si:11]([CH3:13])([CH3:12])[CH3:10])=[O:8])[CH:3]=1. (4) The product is: [CH3:10][N:11]([CH3:20])[CH2:12][CH2:13][N:14]1[CH2:19][CH2:18][N:17]([C:2]2[CH:9]=[CH:8][C:5]([CH:6]=[O:7])=[CH:4][CH:3]=2)[CH2:16][CH2:15]1. Given the reactants F[C:2]1[CH:9]=[CH:8][C:5]([CH:6]=[O:7])=[CH:4][CH:3]=1.[CH3:10][N:11]([CH3:20])[CH2:12][CH2:13][N:14]1[CH2:19][CH2:18][NH:17][CH2:16][CH2:15]1.C([O-])([O-])=O.[K+].[K+], predict the reaction product. (5) Given the reactants C(P(CCCC)CCCC)CCC.[CH3:14][O:15][C:16](=[O:30])[CH2:17][C:18]1[C:22]2[C:23]([CH3:29])=[CH:24][C:25]([OH:28])=[C:26]([F:27])[C:21]=2[S:20][CH:19]=1.[CH3:31][N:32]1[C:36]([CH2:37]O)=[CH:35][C:34]([C:39]([F:42])([F:41])[F:40])=[N:33]1.C1CCN(C(N=NC(N2CCCCC2)=O)=O)CC1, predict the reaction product. The product is: [CH3:14][O:15][C:16](=[O:30])[CH2:17][C:18]1[C:22]2[C:23]([CH3:29])=[CH:24][C:25]([O:28][CH2:37][C:36]3[N:32]([CH3:31])[N:33]=[C:34]([C:39]([F:42])([F:40])[F:41])[CH:35]=3)=[C:26]([F:27])[C:21]=2[S:20][CH:19]=1. (6) Given the reactants [F:1][C:2]1[CH:3]=[CH:4][C:5]2[N:9]=[CH:8][N:7]([CH2:10][C:11]([OH:13])=O)[C:6]=2[C:14]=1[F:15].Cl.[NH2:17][CH:18]([C:20]1[CH:25]=[CH:24][C:23]([C:26]([CH3:30])([CH3:29])[C:27]#[N:28])=[CH:22][CH:21]=1)[CH3:19].CN(C(ON1N=NC2C=CC=NC1=2)=[N+](C)C)C.F[P-](F)(F)(F)(F)F, predict the reaction product. The product is: [C:27]([C:26]([C:23]1[CH:22]=[CH:21][C:20]([CH:18]([NH:17][C:11](=[O:13])[CH2:10][N:7]2[C:6]3[C:14]([F:15])=[C:2]([F:1])[CH:3]=[CH:4][C:5]=3[N:9]=[CH:8]2)[CH3:19])=[CH:25][CH:24]=1)([CH3:30])[CH3:29])#[N:28]. (7) Given the reactants [Cl:1][C:2]1[N:3]=[C:4]([N:11]2[CH2:16][CH2:15][O:14][CH2:13][CH2:12]2)[C:5]2[S:10][CH:9]=[CH:8][C:6]=2[N:7]=1.C([Li])CCC.CN(C)[C:24](=[O:26])[CH3:25].Cl, predict the reaction product. The product is: [Cl:1][C:2]1[N:3]=[C:4]([N:11]2[CH2:16][CH2:15][O:14][CH2:13][CH2:12]2)[C:5]2[S:10][C:9]([C:24](=[O:26])[CH3:25])=[CH:8][C:6]=2[N:7]=1. (8) Given the reactants [F:1][C:2]1[CH:7]=[CH:6][C:5]([CH:8]([C:10]2[S:14][CH:13]=[N:12][CH:11]=2)O)=[CH:4][CH:3]=1.C[Si](I)(C)C.[I-].[Na+].Cl[Si](C)(C)C.[OH-].[Na+], predict the reaction product. The product is: [F:1][C:2]1[CH:7]=[CH:6][C:5]([CH2:8][C:10]2[S:14][CH:13]=[N:12][CH:11]=2)=[CH:4][CH:3]=1.